This data is from Forward reaction prediction with 1.9M reactions from USPTO patents (1976-2016). The task is: Predict the product of the given reaction. (1) Given the reactants FC(F)(F)C([NH:5][CH2:6][C:7]1[CH:12]=[CH:11][C:10]([F:13])=[C:9]([CH:14]2[CH2:19][CH2:18][N:17]([C:20]([C:22]3[C:30]4[C:25](=[C:26]([CH3:31])[N:27]=[CH:28][CH:29]=4)[N:24]([CH2:32][CH2:33][O:34][CH3:35])[CH:23]=3)=[O:21])[CH2:16][CH2:15]2)[CH:8]=1)=O.[OH-].[Na+], predict the reaction product. The product is: [NH2:5][CH2:6][C:7]1[CH:12]=[CH:11][C:10]([F:13])=[C:9]([CH:14]2[CH2:19][CH2:18][N:17]([C:20]([C:22]3[C:30]4[C:25](=[C:26]([CH3:31])[N:27]=[CH:28][CH:29]=4)[N:24]([CH2:32][CH2:33][O:34][CH3:35])[CH:23]=3)=[O:21])[CH2:16][CH2:15]2)[CH:8]=1. (2) Given the reactants [CH2:1]([N:8]1[CH2:16][CH:15]2[CH:10]([NH:11][CH2:12][CH2:13][CH2:14]2)[CH2:9]1)[C:2]1[CH:7]=[CH:6][CH:5]=[CH:4][CH:3]=1.[CH2:17]=O.[OH-].[Na+], predict the reaction product. The product is: [CH2:1]([N:8]1[CH2:16][CH:15]2[CH:10]([N:11]([CH3:17])[CH2:12][CH2:13][CH2:14]2)[CH2:9]1)[C:2]1[CH:3]=[CH:4][CH:5]=[CH:6][CH:7]=1.